From a dataset of NCI-60 drug combinations with 297,098 pairs across 59 cell lines. Regression. Given two drug SMILES strings and cell line genomic features, predict the synergy score measuring deviation from expected non-interaction effect. Drug 1: C1=CC=C(C(=C1)C(C2=CC=C(C=C2)Cl)C(Cl)Cl)Cl. Drug 2: C1=NNC2=C1C(=O)NC=N2. Cell line: OVCAR-4. Synergy scores: CSS=-0.329, Synergy_ZIP=-1.02, Synergy_Bliss=-2.21, Synergy_Loewe=-3.85, Synergy_HSA=-2.82.